This data is from Ames mutagenicity test results for genotoxicity prediction. The task is: Regression/Classification. Given a drug SMILES string, predict its toxicity properties. Task type varies by dataset: regression for continuous values (e.g., LD50, hERG inhibition percentage) or binary classification for toxic/non-toxic outcomes (e.g., AMES mutagenicity, cardiotoxicity, hepatotoxicity). Dataset: ames. (1) The molecule is NC1CCCC(N)C1. The result is 0 (non-mutagenic). (2) The compound is Oc1c2ccccc2nc2occc12. The result is 0 (non-mutagenic). (3) The drug is CC(C)C(O)(C(=O)OCC1=CCN2CCC(O)C12)C(C)O. The result is 0 (non-mutagenic). (4) The compound is CNCCO. The result is 0 (non-mutagenic). (5) The molecule is Cc1c2ccccc2cc2c3c(ccc12)C(O)C(O)C=C3. The result is 1 (mutagenic). (6) The molecule is ClC(Cl)(Cl)C[C@H]1CO1. The result is 1 (mutagenic). (7) The molecule is Nc1ccn(C2OC(CO)C(O)C2O)c(=O)n1. The result is 0 (non-mutagenic). (8) The molecule is CC(OP(C)(=O)Cl)C(C)(C)C. The result is 0 (non-mutagenic). (9) The drug is O=[N+]([O-])c1ccccc1SS/C(Cl)=C(\Cl)C(Cl)=C(Cl)Cl. The result is 1 (mutagenic).